This data is from Full USPTO retrosynthesis dataset with 1.9M reactions from patents (1976-2016). The task is: Predict the reactants needed to synthesize the given product. (1) The reactants are: [CH3:1][O:2][CH2:3][CH2:4][NH2:5].[CH3:6][O:7][C:8]1[CH:15]=[C:14]([O:16][CH3:17])[CH:13]=[C:12]([O:18][CH3:19])[C:9]=1[CH:10]=O.O.[BH4-].[Na+]. Given the product [CH3:1][O:2][CH2:3][CH2:4][NH:5][CH2:10][C:9]1[C:12]([O:18][CH3:19])=[CH:13][C:14]([O:16][CH3:17])=[CH:15][C:8]=1[O:7][CH3:6], predict the reactants needed to synthesize it. (2) Given the product [C:1]([O:5][C:6](=[O:30])[CH2:7][O:8][C:9]1[CH:14]=[CH:13][C:12]([C:15]#[N:16])=[CH:11][C:10]=1[C:17]#[C:18][C:19]1[CH:24]=[C:23]([S:25]([CH3:28])(=[O:27])=[O:26])[CH:22]=[CH:21][C:20]=1[Cl:50])([CH3:4])([CH3:3])[CH3:2], predict the reactants needed to synthesize it. The reactants are: [C:1]([O:5][C:6](=[O:30])[CH2:7][O:8][C:9]1[CH:14]=[CH:13][C:12]([C:15]#[N:16])=[CH:11][C:10]=1[C:17]#[C:18][C:19]1[CH:24]=[C:23]([S:25]([CH3:28])(=[O:27])=[O:26])[CH:22]=[CH:21][C:20]=1F)([CH3:4])([CH3:3])[CH3:2].C(OC(=O)COC1C=CC(C#N)=CC=1C#C)(C)(C)C.[Cl:50]C1C=CC(S(C)(=O)=O)=CC=1I. (3) Given the product [CH2:15]([O:17][C:18]([C:20]1([CH2:34][O:14][C:11]2[CH:12]=[CH:13][C:8]([C:5]3[N:4]=[CH:3][C:2]([Cl:1])=[CH:7][N:6]=3)=[CH:9][CH:10]=2)[CH2:24][CH2:23][N:22]([C:25](=[O:33])[C:26]2[CH:27]=[CH:28][C:29]([F:32])=[CH:30][CH:31]=2)[CH2:21]1)=[O:19])[CH3:16], predict the reactants needed to synthesize it. The reactants are: [Cl:1][C:2]1[CH:3]=[N:4][C:5]([C:8]2[CH:13]=[CH:12][C:11]([OH:14])=[CH:10][CH:9]=2)=[N:6][CH:7]=1.[CH2:15]([O:17][C:18]([C:20]1([CH2:34]I)[CH2:24][CH2:23][N:22]([C:25](=[O:33])[C:26]2[CH:31]=[CH:30][C:29]([F:32])=[CH:28][CH:27]=2)[CH2:21]1)=[O:19])[CH3:16]. (4) Given the product [CH3:1][O:2][C:3]1[CH:12]=[C:11]2[C:6]([CH:7]=[CH:8][C:9]([NH:13][C:19](=[O:20])[O:18][C:15]([CH3:17])([CH3:16])[CH3:14])=[CH:10]2)=[CH:5][CH:4]=1, predict the reactants needed to synthesize it. The reactants are: [CH3:1][O:2][C:3]1[CH:12]=[C:11]2[C:6]([CH:7]=[CH:8][C:9]([NH2:13])=[CH:10]2)=[CH:5][CH:4]=1.[CH3:14][C:15]([O:18][C:19](O[C:19]([O:18][C:15]([CH3:17])([CH3:16])[CH3:14])=[O:20])=[O:20])([CH3:17])[CH3:16]. (5) Given the product [F:59][C:48]([F:58])([F:47])[C:49]1[N:53]2[CH2:54][CH2:55][N:56]([C:16]([C:15]3[CH:14]=[C:13]([CH2:12][C:5]4[C:6]5[C:11](=[CH:10][CH:9]=[CH:8][CH:7]=5)[C:2](=[O:1])[NH:3][N:4]=4)[CH:21]=[CH:20][CH:19]=3)=[O:17])[CH2:57][C:52]2=[N:51][N:50]=1, predict the reactants needed to synthesize it. The reactants are: [O:1]=[C:2]1[C:11]2[C:6](=[CH:7][CH:8]=[CH:9][CH:10]=2)[C:5]([CH2:12][C:13]2[CH:14]=[C:15]([CH:19]=[CH:20][CH:21]=2)[C:16](O)=[O:17])=[N:4][NH:3]1.F[P-](F)(F)(F)(F)F.N1(OC(N(C)C)=[N+](C)C)C2C=CC=CC=2N=N1.Cl.[F:47][C:48]([F:59])([F:58])[C:49]1[N:53]2[CH2:54][CH2:55][NH:56][CH2:57][C:52]2=[N:51][N:50]=1.C(N(CC)C(C)C)(C)C. (6) Given the product [CH2:21]([O:20][C:17](=[O:19])/[CH:18]=[CH:25]/[CH:26]=[CH:12]/[C:10]1[S:9][C:8]2[CH:14]=[CH:15][C:5]([N:4]([CH3:16])[CH3:3])=[CH:6][C:7]=2[CH:11]=1)[CH3:22], predict the reactants needed to synthesize it. The reactants are: [H-].[Na+].[CH3:3][N:4]([CH3:16])[C:5]1[CH:15]=[CH:14][C:8]2[S:9][C:10]([CH:12]=O)=[CH:11][C:7]=2[CH:6]=1.[C:17]([O:20][CH2:21][CH3:22])(=[O:19])[CH3:18].CO[CH2:25][CH2:26]OC. (7) The reactants are: F[P-](F)(F)(F)(F)F.N1(OC(N(C)C)=[N+](C)C)C2N=CC=CC=2N=N1.[Br:25][C:26]1[CH:31]=[CH:30][C:29]([CH2:32][NH:33][CH3:34])=[CH:28][C:27]=1[Cl:35].[C:36]([O:40][C:41]([NH:43][CH2:44][CH2:45][C:46]([OH:48])=O)=[O:42])([CH3:39])([CH3:38])[CH3:37].CCN(C(C)C)C(C)C. Given the product [Br:25][C:26]1[CH:31]=[CH:30][C:29]([CH2:32][N:33]([CH3:34])[C:46](=[O:48])[CH2:45][CH2:44][NH:43][C:41](=[O:42])[O:40][C:36]([CH3:37])([CH3:38])[CH3:39])=[CH:28][C:27]=1[Cl:35], predict the reactants needed to synthesize it.